Dataset: Reaction yield outcomes from USPTO patents with 853,638 reactions. Task: Predict the reaction yield, written as a fraction of the theoretical maximum amount of product (1.0 means a 100% yield; for example, 0.34 means a 34% yield). (1) The reactants are Cl.FC1C=C(C=CC=1)CN1C=C(C2C3C(=NC=C(C4C=CC(C5CCNCC5)=CC=4)C=3)N(S(C3C=CC(C)=CC=3)(=O)=O)C=2)C=N1.[F:46][C:47]1[CH:48]=[C:49]([CH:91]=[CH:92][CH:93]=1)[CH2:50][N:51]1[CH:55]=[C:54]([C:56]2[C:64]3[C:59](=[N:60][CH:61]=[C:62]([C:65]4[CH:66]=[N:67][C:68]([N:71]5[CH2:76][CH2:75][N:74]([CH2:77][CH2:78][O:79][CH3:80])[CH2:73][CH2:72]5)=[CH:69][CH:70]=4)[CH:63]=3)[N:58](S(C3C=CC(C)=CC=3)(=O)=O)[CH:57]=2)[CH:53]=[N:52]1.[OH-].[Li+]. The catalyst is C1COCC1.CO.O. The product is [F:46][C:47]1[CH:48]=[C:49]([CH:91]=[CH:92][CH:93]=1)[CH2:50][N:51]1[CH:55]=[C:54]([C:56]2[C:64]3[C:59](=[N:60][CH:61]=[C:62]([C:65]4[CH:66]=[N:67][C:68]([N:71]5[CH2:72][CH2:73][N:74]([CH2:77][CH2:78][O:79][CH3:80])[CH2:75][CH2:76]5)=[CH:69][CH:70]=4)[CH:63]=3)[NH:58][CH:57]=2)[CH:53]=[N:52]1. The yield is 0.377. (2) The reactants are [NH2:1][C:2]1[CH:3]=[C:4]([B:8]([OH:10])[OH:9])[CH:5]=[CH:6][CH:7]=1.[Cl:11][C:12]1[CH:17]=[CH:16][C:15]([N:18]=[C:19]=[O:20])=[CH:14][CH:13]=1.CN(C=O)C. The catalyst is C(Cl)Cl.O. The product is [Cl:11][C:12]1[CH:17]=[CH:16][C:15]([NH:18][C:19](=[O:20])[NH:1][C:2]2[CH:3]=[C:4]([B:8]([OH:10])[OH:9])[CH:5]=[CH:6][CH:7]=2)=[CH:14][CH:13]=1. The yield is 0.530. (3) The reactants are [CH2:1]([O:8][C:9]1[CH:10]=[C:11]2[C:16](=[CH:17][CH:18]=1)[C:15](=[O:19])[N:14]([CH2:20][CH:21]([CH3:23])[CH3:22])[C:13]([CH2:24]O)=[C:12]2[C:26]1[CH:31]=[CH:30][CH:29]=[CH:28][CH:27]=1)[C:2]1[CH:7]=[CH:6][CH:5]=[CH:4][CH:3]=1.S(Cl)([Cl:34])=O.C(=O)([O-])O.[Na+]. The catalyst is C1(C)C=CC=CC=1. The product is [CH2:1]([O:8][C:9]1[CH:10]=[C:11]2[C:16](=[CH:17][CH:18]=1)[C:15](=[O:19])[N:14]([CH2:20][CH:21]([CH3:23])[CH3:22])[C:13]([CH2:24][Cl:34])=[C:12]2[C:26]1[CH:31]=[CH:30][CH:29]=[CH:28][CH:27]=1)[C:2]1[CH:7]=[CH:6][CH:5]=[CH:4][CH:3]=1. The yield is 0.864. (4) The reactants are C[O:2][C:3]([C:5]1[CH:6]=[CH:7][C:8]2[O:12][C:11]([C:13]([C:18]3[CH:23]=[CH:22][C:21]([O:24][CH2:25][C:26]4([C:31]([CH3:34])([CH3:33])[CH3:32])[O:30][CH2:29][CH2:28][O:27]4)=[C:20]([CH3:35])[CH:19]=3)([CH2:16][CH3:17])[CH2:14][CH3:15])=[CH:10][C:9]=2[CH:36]=1)=[O:4].[OH-].[Na+]. The catalyst is CO.C1COCC1. The product is [C:31]([C:26]1([CH2:25][O:24][C:21]2[CH:22]=[CH:23][C:18]([C:13]([C:11]3[O:12][C:8]4[CH:7]=[CH:6][C:5]([C:3]([OH:4])=[O:2])=[CH:36][C:9]=4[CH:10]=3)([CH2:14][CH3:15])[CH2:16][CH3:17])=[CH:19][C:20]=2[CH3:35])[O:30][CH2:29][CH2:28][O:27]1)([CH3:32])([CH3:33])[CH3:34]. The yield is 0.950. (5) The reactants are [CH3:1][O:2][C:3]1[CH:4]=[C:5]([NH2:15])[CH:6]=[CH:7][C:8]=1[N:9]1[CH:13]=[C:12]([CH3:14])[N:11]=[CH:10]1.Cl[C:17]1[N:22]=[C:21]([N:23]2[CH2:28][CH2:27][CH:26]([OH:29])[CH2:25][CH2:24]2)[CH:20]=[C:19]([CH3:30])[N:18]=1. No catalyst specified. The product is [CH3:1][O:2][C:3]1[CH:4]=[C:5]([NH:15][C:17]2[N:22]=[C:21]([N:23]3[CH2:24][CH2:25][CH:26]([OH:29])[CH2:27][CH2:28]3)[CH:20]=[C:19]([CH3:30])[N:18]=2)[CH:6]=[CH:7][C:8]=1[N:9]1[CH:13]=[C:12]([CH3:14])[N:11]=[CH:10]1. The yield is 0.820. (6) The reactants are [F:1][C:2]([F:20])([F:19])[C:3]1[CH:4]=[C:5]([C:9]2[CH:10]=[N:11][N:12]3[CH:17]=[CH:16][C:15](=O)[NH:14][C:13]=23)[CH:6]=[CH:7][CH:8]=1.O=P(Cl)(Cl)[Cl:23]. No catalyst specified. The product is [Cl:23][C:15]1[CH:16]=[CH:17][N:12]2[N:11]=[CH:10][C:9]([C:5]3[CH:6]=[CH:7][CH:8]=[C:3]([C:2]([F:20])([F:19])[F:1])[CH:4]=3)=[C:13]2[N:14]=1. The yield is 0.510. (7) The reactants are [CH2:1]([O:8][N:9]1[C:15](=[O:16])[N:14]2[CH2:17][C@H:10]1[CH2:11][CH2:12][C@H:13]2[C:18]([OH:20])=O)[C:2]1[CH:7]=[CH:6][CH:5]=[CH:4][CH:3]=1.[NH2:21][N:22]1[CH2:27][CH2:26][CH2:25][CH2:24][C:23]1=[O:28].C1C=CC2N(O)N=NC=2C=1.CCN=C=NCCCN(C)C.Cl. The catalyst is C(Cl)Cl.CN(C1C=CN=CC=1)C. The product is [CH2:1]([O:8][N:9]1[C:15](=[O:16])[N:14]2[CH2:17][C@H:10]1[CH2:11][CH2:12][C@H:13]2[C:18]([NH:21][N:22]1[CH2:27][CH2:26][CH2:25][CH2:24][C:23]1=[O:28])=[O:20])[C:2]1[CH:3]=[CH:4][CH:5]=[CH:6][CH:7]=1. The yield is 0.820. (8) The reactants are [OH:1][C:2]1[CH:3]=[C:4]([C:8]23[CH2:15][CH2:14][C:11]([CH2:16][CH2:17][O:18][CH2:19][C:20]([O:22][C:23]([CH3:26])([CH3:25])[CH3:24])=[O:21])([CH2:12][CH2:13]2)[CH2:10][O:9]3)[CH:5]=[CH:6][CH:7]=1.[S:27](O[S:27]([C:30]([F:33])([F:32])[F:31])(=[O:29])=[O:28])([C:30]([F:33])([F:32])[F:31])(=[O:29])=[O:28]. The catalyst is C(Cl)Cl. The product is [F:31][C:30]([F:33])([F:32])[S:27]([O:1][C:2]1[CH:3]=[C:4]([C:8]23[CH2:13][CH2:12][C:11]([CH2:16][CH2:17][O:18][CH2:19][C:20]([O:22][C:23]([CH3:26])([CH3:25])[CH3:24])=[O:21])([CH2:14][CH2:15]2)[CH2:10][O:9]3)[CH:5]=[CH:6][CH:7]=1)(=[O:29])=[O:28]. The yield is 0.960. (9) The reactants are BrC([C:4]1[C:9]2=[N:10][O:11][N:12]=[C:8]2[CH:7]=[CH:6][CH:5]=1)Br.C[CH2:14][OH:15]. The catalyst is O.[N+]([O-])([O-])=O.[Ag+]. The product is [CH:14]([C:6]1[CH:5]=[CH:4][C:9]2[C:8]([CH:7]=1)=[N:12][O:11][N:10]=2)=[O:15]. The yield is 0.780.